This data is from Full USPTO retrosynthesis dataset with 1.9M reactions from patents (1976-2016). The task is: Predict the reactants needed to synthesize the given product. (1) Given the product [Cl:13][C:14]1[CH:22]=[CH:21][C:17]([C:18]([N:26]([O:27][CH3:28])[CH3:25])=[O:20])=[C:16]([OH:23])[CH:15]=1, predict the reactants needed to synthesize it. The reactants are: Cl.C(N=C=NCCCN(C)C)C.[Cl:13][C:14]1[CH:22]=[CH:21][C:17]([C:18]([OH:20])=O)=[C:16]([OH:23])[CH:15]=1.Cl.[CH3:25][NH:26][O:27][CH3:28].ON1C2C=CC=CC=2N=N1. (2) Given the product [C:20]([C:2]1[CH:3]=[C:4]([CH:12]=[C:13]([F:15])[CH:14]=1)[O:5][C:6]1[CH:7]=[N:8][CH:9]=[CH:10][CH:11]=1)#[CH:21], predict the reactants needed to synthesize it. The reactants are: Br[C:2]1[CH:3]=[C:4]([CH:12]=[C:13]([F:15])[CH:14]=1)[O:5][C:6]1[CH:7]=[N:8][CH:9]=[CH:10][CH:11]=1.[Si]([C:20]#[CH:21])(C)(C)C.C(N(CC)CC)C.CCCC[N+](CCCC)(CCCC)CCCC.[F-]. (3) Given the product [F:45][C:37]1[C:38]([F:44])=[C:39]([O:42][CH3:43])[CH:40]=[CH:41][C:36]=1[CH2:35][N:11]1[C:10]2[CH:9]=[C:8]([C:5]3[CH:6]=[CH:7][C:2]([F:1])=[CH:3][C:4]=3[O:32][CH3:33])[S:16][C:15]=2[C:14](=[O:17])[N:13]([CH:18]2[CH2:23][CH2:22][N:21]([C:24]([O:26][C:27]([CH3:28])([CH3:29])[CH3:30])=[O:25])[CH2:20][CH2:19]2)[C:12]1=[O:31], predict the reactants needed to synthesize it. The reactants are: [F:1][C:2]1[CH:7]=[CH:6][C:5]([C:8]2[S:16][C:15]3[C:14](=[O:17])[N:13]([CH:18]4[CH2:23][CH2:22][N:21]([C:24]([O:26][C:27]([CH3:30])([CH3:29])[CH3:28])=[O:25])[CH2:20][CH2:19]4)[C:12](=[O:31])[NH:11][C:10]=3[CH:9]=2)=[C:4]([O:32][CH3:33])[CH:3]=1.Br[CH2:35][C:36]1[CH:41]=[CH:40][C:39]([O:42][CH3:43])=[C:38]([F:44])[C:37]=1[F:45].C(=O)([O-])[O-].[K+].[K+]. (4) Given the product [F:1][C:2]1[CH:7]=[C:6]([F:8])[CH:5]=[CH:4][C:3]=1[C@:9]12[CH2:17][O:16][C@H:15]([CH2:18][F:36])[C@H:14]1[CH2:13][S:12][C:11]([NH:20][C:21](=[O:28])[C:22]1[CH:27]=[CH:26][CH:25]=[CH:24][CH:23]=1)=[N:10]2, predict the reactants needed to synthesize it. The reactants are: [F:1][C:2]1[CH:7]=[C:6]([F:8])[CH:5]=[CH:4][C:3]=1[C@:9]12[CH2:17][O:16][C@H:15]([CH2:18]O)[C@H:14]1[CH2:13][S:12][C:11]([NH:20][C:21](=[O:28])[C:22]1[CH:27]=[CH:26][CH:25]=[CH:24][CH:23]=1)=[N:10]2.C(N(CC)CC)C.[F:36]C(F)(C(F)(F)F)C(F)(F)C(F)(F)S(F)(=O)=O.